From a dataset of Catalyst prediction with 721,799 reactions and 888 catalyst types from USPTO. Predict which catalyst facilitates the given reaction. Reactant: [F:1][C:2]1[CH:7]=[CH:6][C:5]([C:8]2[S:9][CH:10]=[CH:11][C:12]=2[CH3:13])=[CH:4][CH:3]=1.[O:14]1[CH:18]=[CH:17][CH:16]=[C:15]1[C:19](Cl)=[O:20].[Cl-].[Al+3].[Al+3].[Al+3].[Cl-].[Cl-].[Cl-].[Cl-].[Cl-].[Cl-].[Cl-].[Cl-]. Product: [F:1][C:2]1[CH:3]=[CH:4][C:5]([C:8]2[S:9][C:10]([C:19]([C:15]3[O:14][CH:18]=[CH:17][CH:16]=3)=[O:20])=[CH:11][C:12]=2[CH3:13])=[CH:6][CH:7]=1. The catalyst class is: 46.